Dataset: Forward reaction prediction with 1.9M reactions from USPTO patents (1976-2016). Task: Predict the product of the given reaction. (1) Given the reactants [N+:1]([C:4]1[C:5](=[O:18])[N:6]([CH2:10][C:11]([O:13]C(C)(C)C)=[O:12])[CH:7]=[CH:8][CH:9]=1)([O-:3])=[O:2].FC(F)(F)C(O)=O, predict the reaction product. The product is: [N+:1]([C:4]1[C:5](=[O:18])[N:6]([CH2:10][C:11]([OH:13])=[O:12])[CH:7]=[CH:8][CH:9]=1)([O-:3])=[O:2]. (2) Given the reactants Br[CH2:2][CH2:3][CH2:4][CH2:5][O:6][C:7]1[CH:8]=[CH:9][C:10]2[C:14]([C:15]3[CH:20]=[CH:19][C:18]([Br:21])=[CH:17][CH:16]=3)=[C:13]([CH3:22])[S:12][C:11]=2[CH:23]=1.[NH:24]1[CH2:27][CH2:26][CH2:25]1, predict the reaction product. The product is: [Br:21][C:18]1[CH:19]=[CH:20][C:15]([C:14]2[C:10]3[CH:9]=[CH:8][C:7]([O:6][CH2:5][CH2:4][CH2:3][CH2:2][N:24]4[CH2:27][CH2:26][CH2:25]4)=[CH:23][C:11]=3[S:12][C:13]=2[CH3:22])=[CH:16][CH:17]=1. (3) Given the reactants [C:1]([N:8]1[CH2:13][CH2:12][NH:11][CH2:10][CH2:9]1)([O:3][C:4]([CH3:7])([CH3:6])[CH3:5])=[O:2].C(N(CC)CC)C.[F:21][C:22]1[CH:23]=[C:24]([S:28](Cl)(=[O:30])=[O:29])[CH:25]=[CH:26][CH:27]=1, predict the reaction product. The product is: [C:4]([O:3][C:1]([N:8]1[CH2:9][CH2:10][N:11]([S:28]([C:24]2[CH:25]=[CH:26][CH:27]=[C:22]([F:21])[CH:23]=2)(=[O:30])=[O:29])[CH2:12][CH2:13]1)=[O:2])([CH3:7])([CH3:6])[CH3:5]. (4) Given the reactants [C:1]([O:5][C:6](=[O:26])[NH:7][C@:8]1([C:13]([NH:15][S:16]([C:19]2[CH:24]=[CH:23][CH:22]=[CH:21][C:20]=2[NH2:25])(=[O:18])=[O:17])=[O:14])[CH2:10][C@H:9]1[CH:11]=[CH2:12])([CH3:4])([CH3:3])[CH3:2].[C:27]([O:40][CH3:41])(=[O:39])[CH2:28][CH2:29][CH2:30][CH2:31][CH2:32][CH2:33][CH2:34][CH2:35][C:36]([O-])=[O:37].N1C2C=CC=CC=2N=N1.S(Cl)(Cl)=O.CCN(CC)CC, predict the reaction product. The product is: [CH3:41][O:40][C:27](=[O:39])[CH2:28][CH2:29][CH2:30][CH2:31][CH2:32][CH2:33][CH2:34][CH2:35][C:36](=[O:37])[NH:25][C:20]1[CH:21]=[CH:22][CH:23]=[CH:24][C:19]=1[S:16](=[O:18])(=[O:17])[NH:15][C:13]([C@@:8]1([NH:7][C:6]([O:5][C:1]([CH3:2])([CH3:3])[CH3:4])=[O:26])[CH2:10][C@H:9]1[CH:11]=[CH2:12])=[O:14]. (5) Given the reactants [OH-].[Na+].[ClH:3].[CH3:4][N:5]([CH2:7][CH:8]1[CH2:17][CH2:16][C:15]2[C:10](=[CH:11][C:12]([O:18][CH3:19])=[CH:13][CH:14]=2)[C:9]1=O)[CH3:6], predict the reaction product. The product is: [ClH:3].[CH3:6][N:5]([CH2:7][CH:8]1[CH2:17][CH2:16][C:15]2[C:10](=[CH:11][C:12]([O:18][CH3:19])=[CH:13][CH:14]=2)[CH2:9]1)[CH3:4].